This data is from Forward reaction prediction with 1.9M reactions from USPTO patents (1976-2016). The task is: Predict the product of the given reaction. (1) Given the reactants [AlH4-].[Li+].[CH2:3]([O:10][CH2:11][C:12]1([C:25](OC)=[O:26])[CH2:17][CH2:16][N:15]([C:18]([O:20][C:21]([CH3:24])([CH3:23])[CH3:22])=[O:19])[CH2:14][CH2:13]1)[C:4]1[CH:9]=[CH:8][CH:7]=[CH:6][CH:5]=1, predict the reaction product. The product is: [CH2:3]([O:10][CH2:11][C:12]1([CH2:25][OH:26])[CH2:13][CH2:14][N:15]([C:18]([O:20][C:21]([CH3:22])([CH3:23])[CH3:24])=[O:19])[CH2:16][CH2:17]1)[C:4]1[CH:9]=[CH:8][CH:7]=[CH:6][CH:5]=1. (2) The product is: [F:27][C:28]1[CH:34]=[C:33]([F:35])[CH:32]=[CH:31][C:29]=1[NH:30][C:45]1[CH:46]=[CH:47][C:48]2[C:39](=[O:37])[C:16]3[CH:17]=[CH:2][C:3]([O:18][CH2:19][C@H:20]4[CH2:24][O:23][C:22]([CH3:25])([CH3:26])[O:21]4)=[CH:4][C:5]=3[CH2:6][CH2:49][C:43]=2[CH:44]=1. Given the reactants Cl[C:2]1[CH:17]=[CH:16][C:5]2[C:6](=O)C3C=CC=CC=3CC[C:4]=2[C:3]=1[O:18][CH2:19][C@H:20]1[CH2:24][O:23][C:22]([CH3:26])([CH3:25])[O:21]1.[F:27][C:28]1[CH:34]=[C:33]([F:35])[CH:32]=[CH:31][C:29]=1[NH2:30].P.[O:37]([C:39](C)(C)C)[Na].[C:43]1([CH3:49])[CH:48]=[CH:47][CH:46]=[CH:45][CH:44]=1, predict the reaction product. (3) Given the reactants [N:1]#[C:2][NH2:3].[CH2:4]([O:6][C:7](=[O:16])[C:8]1[CH:13]=[CH:12][C:11]([CH3:14])=[C:10](N)[CH:9]=1)[CH3:5].Cl.[N+:18]([O-:21])([O-:20])=[O:19].[NH4+:22], predict the reaction product. The product is: [N+:18]([O-:21])([OH:20])=[O:19].[CH2:4]([O:6][C:7](=[O:16])[C:8]1[CH:13]=[CH:12][C:11]([CH3:14])=[C:10]([NH:1][CH:2]=[N:3][NH2:22])[CH:9]=1)[CH3:5].